From a dataset of Forward reaction prediction with 1.9M reactions from USPTO patents (1976-2016). Predict the product of the given reaction. (1) The product is: [CH3:31][O:30][C:24]1[CH:23]=[C:22]([C:18]2[N:17]=[C:16]([C:14]([N:11]3[CH2:10][CH2:9][N:8]([C:5]4[CH:4]=[CH:3][C:2]([N:1]5[CH2:37][CH2:36][O:35][CH2:34][CH2:33]5)=[CH:7][CH:6]=4)[CH2:13][CH2:12]3)=[O:15])[CH:21]=[CH:20][CH:19]=2)[CH:27]=[CH:26][C:25]=1[O:28][CH3:29]. Given the reactants [NH2:1][C:2]1[CH:7]=[CH:6][C:5]([N:8]2[CH2:13][CH2:12][N:11]([C:14]([C:16]3[CH:21]=[CH:20][CH:19]=[C:18]([C:22]4[CH:27]=[CH:26][C:25]([O:28][CH3:29])=[C:24]([O:30][CH3:31])[CH:23]=4)[N:17]=3)=[O:15])[CH2:10][CH2:9]2)=[CH:4][CH:3]=1.Cl[CH2:33][CH2:34][O:35][CH2:36][CH2:37]Cl.[I-].[Na+].C(=O)([O-])[O-].[K+].[K+], predict the reaction product. (2) Given the reactants [Cl:1][C:2]1[C:3]2[CH:13]=[CH:12][CH:11]=[CH:10][C:4]=2[S:5][C:6]=1[C:7]([OH:9])=O.[NH2:14][C:15]1[CH:16]=[CH:17][C:18]([N:23]2[CH2:28][CH2:27][CH:26]([N:29]3[CH2:34][CH2:33][O:32][CH2:31][CH2:30]3)[CH2:25][CH2:24]2)=[C:19]([CH:22]=1)[C:20]#[N:21], predict the reaction product. The product is: [Cl:1][C:2]1[C:3]2[CH:13]=[CH:12][CH:11]=[CH:10][C:4]=2[S:5][C:6]=1[C:7]([NH:14][C:15]1[CH:16]=[CH:17][C:18]([N:23]2[CH2:28][CH2:27][CH:26]([N:29]3[CH2:30][CH2:31][O:32][CH2:33][CH2:34]3)[CH2:25][CH2:24]2)=[C:19]([C:20]#[N:21])[CH:22]=1)=[O:9]. (3) Given the reactants C(O[C:6]([C:8]1[N:9]=[CH:10][C:11]2[C:16]([C:17]=1[OH:18])=[CH:15][CH:14]=[C:13]([S:19][C:20]1[CH:25]=[CH:24][CH:23]=[CH:22][CH:21]=1)[CH:12]=2)=[O:7])CCC.[NH2:26][C@H:27]([C:29]([OH:31])=[O:30])[CH3:28], predict the reaction product. The product is: [OH:18][C:17]1[C:16]2[C:11](=[CH:12][C:13]([S:19][C:20]3[CH:21]=[CH:22][CH:23]=[CH:24][CH:25]=3)=[CH:14][CH:15]=2)[CH:10]=[N:9][C:8]=1[C:6]([NH:26][C@@H:27]([CH3:28])[C:29]([OH:31])=[O:30])=[O:7].